This data is from Reaction yield outcomes from USPTO patents with 853,638 reactions. The task is: Predict the reaction yield, written as a fraction of the theoretical maximum amount of product (1.0 means a 100% yield; for example, 0.34 means a 34% yield). (1) The reactants are [CH:1]([C:3]1[CH:8]=[CH:7][C:6]([O:9]B(O)O)=[CH:5][CH:4]=1)=[O:2].C(N(CC)CC)C.[CH3:20][O:21][C:22](=[O:34])[C:23]1[CH:28]=[C:27](O)[CH:26]=[C:25]([O:30][CH:31]([CH3:33])[CH3:32])[CH:24]=1. The catalyst is C(Cl)Cl.C([O-])(=O)C.[Cu+2].C([O-])(=O)C. The product is [CH3:20][O:21][C:22](=[O:34])[C:23]1[CH:24]=[C:25]([O:30][CH:31]([CH3:32])[CH3:33])[CH:26]=[C:27]([O:9][C:6]2[CH:7]=[CH:8][C:3]([CH:1]=[O:2])=[CH:4][CH:5]=2)[CH:28]=1. The yield is 0.570. (2) The reactants are [CH2:1]([O:3][C:4]([C:6]1[NH:7][CH:8]=[CH:9][CH:10]=1)=[O:5])[CH3:2].[Cl-].[Al+3].[Cl-].[Cl-].[F:15][C:16]1[CH:21]=[CH:20][C:19]([CH2:22][C:23](Cl)=[O:24])=[CH:18][CH:17]=1. The catalyst is ClC(Cl)C. The product is [CH2:1]([O:3][C:4]([C:6]1[NH:7][CH:8]=[C:9]([C:23](=[O:24])[CH2:22][C:19]2[CH:20]=[CH:21][C:16]([F:15])=[CH:17][CH:18]=2)[CH:10]=1)=[O:5])[CH3:2]. The yield is 0.536. (3) The catalyst is CCO.O. The product is [CH3:10][CH:9]([CH3:11])[CH2:8][CH:7]([C:12]1[CH:17]=[C:16]([O:18][CH2:19][CH:20]2[CH2:22][CH2:21]2)[C:15]([C:23]2[CH:28]=[CH:27][C:26]([Cl:29])=[C:25]([Cl:30])[CH:24]=2)=[C:14]([Cl:31])[CH:13]=1)[C:6]([OH:32])=[O:5]. The yield is 0.900. The reactants are C1(C[O:5][C:6](=[O:32])[CH:7]([C:12]2[CH:17]=[C:16]([O:18][CH2:19][CH:20]3[CH2:22][CH2:21]3)[C:15]([C:23]3[CH:28]=[CH:27][C:26]([Cl:29])=[C:25]([Cl:30])[CH:24]=3)=[C:14]([Cl:31])[CH:13]=2)[CH2:8][CH:9]([CH3:11])[CH3:10])CC1.[OH-].[K+]. (4) The reactants are C(O[C:4]([CH:6]1[CH2:11][CH:10]([CH3:12])[CH2:9][CH2:8][C:7]1=[O:13])=[O:5])C.[CH2:14]([NH:16][CH2:17][CH3:18])[CH3:15]. The catalyst is CN(C1C=CN=CC=1)C.C1(C)C=CC=CC=1. The product is [CH2:14]([N:16]([CH2:17][CH3:18])[C:4]([CH:6]1[CH2:11][CH:10]([CH3:12])[CH2:9][CH2:8][C:7]1=[O:13])=[O:5])[CH3:15]. The yield is 0.650. (5) The reactants are [NH:1]1[CH2:7][CH2:6][CH2:5][CH:4]([N:8]2[CH2:13][CH2:12][N:11]3[C:14]([NH:17][S:18]([C:21]4[CH:26]=[CH:25][C:24]([NH:27][C@@H:28]([CH2:37][S:38][C:39]5[CH:44]=[CH:43][CH:42]=[CH:41][CH:40]=5)[CH2:29][CH2:30][N:31]5[CH2:36][CH2:35][O:34][CH2:33][CH2:32]5)=[C:23]([S:45]([C:48]([F:51])([F:50])[F:49])(=[O:47])=[O:46])[CH:22]=4)(=[O:20])=[O:19])=[N:15][N:16]=[C:10]3[CH2:9]2)[CH2:3][CH2:2]1.[Cl:52][C:53]1[CH:58]=[CH:57][C:56]([C:59]2[C:60]([CH:65]=O)=[CH:61][CH:62]=[CH:63][CH:64]=2)=[CH:55][CH:54]=1.C(O)(=O)C.C([BH3-])#N.[Na+]. The catalyst is CO. The product is [Cl:52][C:53]1[CH:54]=[CH:55][C:56]([C:59]2[CH:64]=[CH:63][CH:62]=[CH:61][C:60]=2[CH2:65][N:1]2[CH2:7][CH2:6][CH2:5][CH:4]([N:8]3[CH2:13][CH2:12][N:11]4[C:14]([NH:17][S:18]([C:21]5[CH:26]=[CH:25][C:24]([NH:27][C@@H:28]([CH2:37][S:38][C:39]6[CH:40]=[CH:41][CH:42]=[CH:43][CH:44]=6)[CH2:29][CH2:30][N:31]6[CH2:32][CH2:33][O:34][CH2:35][CH2:36]6)=[C:23]([S:45]([C:48]([F:49])([F:50])[F:51])(=[O:47])=[O:46])[CH:22]=5)(=[O:19])=[O:20])=[N:15][N:16]=[C:10]4[CH2:9]3)[CH2:3][CH2:2]2)=[CH:57][CH:58]=1. The yield is 0.640. (6) The reactants are [OH:1][CH2:2][CH2:3][CH2:4][CH2:5][OH:6].[H-].[Na+].F[C:10]1[CH:19]=[C:18]2[C:13]([C:14](=[O:20])[NH:15][CH:16]=[N:17]2)=[CH:12][CH:11]=1.Cl. The catalyst is CC(N(C)C)=O.[Cl-].[Na+].O. The product is [OH:1][CH2:2][CH2:3][CH2:4][CH2:5][O:6][C:10]1[CH:19]=[C:18]2[C:13]([C:14](=[O:20])[NH:15][CH:16]=[N:17]2)=[CH:12][CH:11]=1. The yield is 0.410.